Dataset: Catalyst prediction with 721,799 reactions and 888 catalyst types from USPTO. Task: Predict which catalyst facilitates the given reaction. (1) Reactant: [CH3:1][N:2]1[CH:6]([C:7]([O:9]C)=[O:8])[CH2:5][NH:4][C:3]1=[O:11].[OH-].[Li+].Cl. Product: [CH3:1][N:2]1[CH:6]([C:7]([OH:9])=[O:8])[CH2:5][NH:4][C:3]1=[O:11]. The catalyst class is: 30. (2) Reactant: C(Cl)CCl.[CH3:5][C:6]1[O:7][C:8]([CH3:14])=[C:9]([C:11]([OH:13])=O)[N:10]=1.C[O:16][C:17](=[O:67])[C@@H:18]([NH:34][C:35]([C@@H:37]1[CH2:46][C:45]2[CH:44]=[C:43]3[O:47][CH2:48][C@H:49]([C:51]4[CH:56]=[CH:55][C:54]([O:57][CH2:58][C:59]5[CH:64]=[CH:63][C:62]([Cl:65])=[C:61]([Cl:66])[CH:60]=5)=[CH:53][CH:52]=4)[O:50][C:42]3=[CH:41][C:40]=2[CH2:39][NH:38]1)=[O:36])[CH2:19][C:20]1[CH:25]=[CH:24][C:23]([C:26]2[CH:31]=[CH:30][C:29]([C:32]#[N:33])=[CH:28][CH:27]=2)=[CH:22][CH:21]=1. Product: [C:32]([C:29]1[CH:30]=[CH:31][C:26]([C:23]2[CH:22]=[CH:21][C:20]([CH2:19][C@H:18]([NH:34][C:35]([C@@H:37]3[CH2:46][C:45]4[CH:44]=[C:43]5[O:47][CH2:48][C@H:49]([C:51]6[CH:56]=[CH:55][C:54]([O:57][CH2:58][C:59]7[CH:64]=[CH:63][C:62]([Cl:65])=[C:61]([Cl:66])[CH:60]=7)=[CH:53][CH:52]=6)[O:50][C:42]5=[CH:41][C:40]=4[CH2:39][N:38]3[C:11]([C:9]3[N:10]=[C:6]([CH3:5])[O:7][C:8]=3[CH3:14])=[O:13])=[O:36])[C:17]([OH:67])=[O:16])=[CH:25][CH:24]=2)=[CH:27][CH:28]=1)#[N:33]. The catalyst class is: 2. (3) Reactant: C[O:2][C:3](=[O:38])[CH:4]([N:19]([S:21]([C:24]1[CH:29]=[CH:28][C:27]([C:30]2[CH:35]=[CH:34][C:33](OC)=[CH:32][CH:31]=2)=[CH:26][CH:25]=1)(=[O:23])=[O:22])[CH3:20])[CH:5]1[CH2:10][CH2:9][N:8]([CH2:11][CH2:12][C:13]2[CH:18]=[CH:17][CH:16]=[CH:15][CH:14]=2)[CH2:7][CH2:6]1.[CH3:39][O:40]C1C=CC(C2C=CC(S(N(C(C3CCN(CCC4C=CC=CC=4)CC3)C(O)=O)C)(=O)=O)=CC=2)=CC=1.[OH-].[Na+].Cl. Product: [CH3:39][O:40][C:24]1([S:21]([N:19]([CH:4]([CH:5]2[CH2:6][CH2:7][N:8]([CH2:11][CH2:12][C:13]3[CH:18]=[CH:17][CH:16]=[CH:15][CH:14]=3)[CH2:9][CH2:10]2)[C:3]([OH:2])=[O:38])[CH3:20])(=[O:22])=[O:23])[CH:25]=[CH:26][C:27]([C:30]2[CH:31]=[CH:32][CH:33]=[CH:34][CH:35]=2)=[CH:28][CH2:29]1. The catalyst class is: 83. (4) Reactant: Br[CH2:2][C:3]1[C:11]([O:12][CH3:13])=[CH:10][CH:9]=[CH:8][C:4]=1[C:5]([OH:7])=[O:6].C1(P(C2C=CC=CC=2)C2C=CC=CC=2)C=CC=CC=1.[Cl:33][C:34]1[CH:35]=[C:36]([CH:39]=[CH:40][CH:41]=1)[CH:37]=O.C[O-].[Na+]. Product: [Cl:33][C:34]1[CH:35]=[C:36]([CH:37]=[CH:2][C:3]2[C:11]([O:12][CH3:13])=[CH:10][CH:9]=[CH:8][C:4]=2[C:5]([OH:7])=[O:6])[CH:39]=[CH:40][CH:41]=1. The catalyst class is: 5. (5) Reactant: [CH3:1][O:2][C:3]1[CH:4]=[C:5]([C:11]([C@@H:13]2[C@:22]3([CH3:23])[C@H:17]([C:18]([CH3:25])([CH3:24])[CH2:19][CH2:20][CH2:21]3)[CH2:16][C@@H:15]([NH2:26])[C@H:14]2[CH3:27])=[O:12])[CH:6]=[C:7]([O:9][CH3:10])[CH:8]=1.F[P-](F)(F)(F)(F)F.N1(O[P+](N2CCCC2)(N2CCCC2)N2CCCC2)C2C=CC=CC=2N=N1.[CH:61]1[C:70]2[C:65](=[CH:66][CH:67]=[CH:68][CH:69]=2)[CH:64]=[CH:63][C:62]=1[C:71](O)=[O:72].C(N(CC)C(C)C)(C)C. Product: [CH3:10][O:9][C:7]1[CH:6]=[C:5]([C:11]([C@@H:13]2[C@:22]3([CH3:23])[C@H:17]([C:18]([CH3:25])([CH3:24])[CH2:19][CH2:20][CH2:21]3)[CH2:16][C@@H:15]([NH:26][C:71]([C:62]3[CH:63]=[CH:64][C:65]4[C:70](=[CH:69][CH:68]=[CH:67][CH:66]=4)[CH:61]=3)=[O:72])[C@H:14]2[CH3:27])=[O:12])[CH:4]=[C:3]([O:2][CH3:1])[CH:8]=1. The catalyst class is: 329. (6) Reactant: Br[C:2]1[CH:3]=[C:4]([Si:9]([C:22]2[CH:27]=[CH:26][CH:25]=[CH:24][CH:23]=2)([C:16]2[CH:21]=[CH:20][CH:19]=[CH:18][CH:17]=2)[C:10]2[CH:15]=[CH:14][CH:13]=[CH:12][CH:11]=2)[CH:5]=[C:6]([Br:8])[CH:7]=1.CC1(C)C(C)(C)OB([C:36]2[CH:53]=[CH:52][C:51]3[C:50]4[C:45](=[CH:46][CH:47]=[CH:48][CH:49]=4)[C:44]4[C:39](=[CH:40][CH:41]=[CH:42][CH:43]=4)[C:38]=3[CH:37]=2)O1.C([O-])([O-])=O.[K+].[K+]. Product: [Br:8][C:6]1[CH:5]=[C:4]([Si:9]([C:22]2[CH:27]=[CH:26][CH:25]=[CH:24][CH:23]=2)([C:16]2[CH:21]=[CH:20][CH:19]=[CH:18][CH:17]=2)[C:10]2[CH:15]=[CH:14][CH:13]=[CH:12][CH:11]=2)[CH:3]=[C:2]([C:47]2[CH:48]=[CH:49][C:50]3[C:51]4[C:38](=[CH:37][CH:36]=[CH:53][CH:52]=4)[C:39]4[C:44](=[CH:43][CH:42]=[CH:41][CH:40]=4)[C:45]=3[CH:46]=2)[CH:7]=1. The catalyst class is: 398. (7) Reactant: [H-].[Na+].[I-].[CH3:4][S+](C)(C)=O.[CH3:9][C:10]1[S:11][C:12]2[C:18](/[CH:19]=[CH:20]/[C:21]([O:23][CH2:24][CH3:25])=[O:22])=[CH:17][CH:16]=[CH:15][C:13]=2[N:14]=1.O. Product: [CH3:9][C:10]1[S:11][C:12]2[C:18]([CH:19]3[CH2:4][CH:20]3[C:21]([O:23][CH2:24][CH3:25])=[O:22])=[CH:17][CH:16]=[CH:15][C:13]=2[N:14]=1. The catalyst class is: 16. (8) Reactant: CN(C)[CH:3]=[O:4].P(Cl)(Cl)(Cl)=O.[CH3:11][O:12][CH2:13][C:14]([N:17]1[C:25]2[C:20](=[CH:21][CH:22]=[CH:23][CH:24]=2)[CH:19]=[C:18]1[CH3:26])([CH3:16])[CH3:15]. Product: [CH3:11][O:12][CH2:13][C:14]([N:17]1[C:25]2[C:20](=[CH:21][CH:22]=[CH:23][CH:24]=2)[C:19]([CH:3]=[O:4])=[C:18]1[CH3:26])([CH3:16])[CH3:15]. The catalyst class is: 4. (9) Reactant: [N:1]1[CH:6]=[CH:5][N:4]=[CH:3][C:2]=1[C:7]([OH:9])=O.C(N1C=CN=C1)(N1C=CN=C1)=O.[NH2:22][C:23]1[CH:24]=[C:25]([CH:29]2[C:38]([CH3:40])([CH3:39])[CH2:37][C:36]3[C:31](=[CH:32][CH:33]=[C:34]([C:41]([NH:43][S:44]([CH3:47])(=[O:46])=[O:45])=[O:42])[CH:35]=3)[NH:30]2)[CH:26]=[CH:27][CH:28]=1. The catalyst class is: 9. Product: [CH3:47][S:44]([NH:43][C:41]([C:34]1[CH:35]=[C:36]2[C:31](=[CH:32][CH:33]=1)[NH:30][CH:29]([C:25]1[CH:24]=[C:23]([NH:22][C:7]([C:2]3[CH:3]=[N:4][CH:5]=[CH:6][N:1]=3)=[O:9])[CH:28]=[CH:27][CH:26]=1)[C:38]([CH3:40])([CH3:39])[CH2:37]2)=[O:42])(=[O:45])=[O:46].